Predict which catalyst facilitates the given reaction. From a dataset of Catalyst prediction with 721,799 reactions and 888 catalyst types from USPTO. (1) Reactant: C[CH:2]([CH2:6][C@H:7]([C@@H:9]1[C@:26]2([CH3:27])[C@H:12]([C@H:13]3[C@H:23]([CH2:24][C@@H:25]2[OH:28])[C@:21]2([CH3:22])[C@@H:16]([CH2:17][C@@H:18]([O:29][CH2:30][CH2:31][N:32]([C:34]4[CH:39]=[CH:38][C:37]([C@H:40]5[CH2:57][C@@:55]6([CH3:56])[C@@H:51]([CH2:52][CH2:53][C@:54]6([OH:61])[C:58]#[C:59][CH3:60])[C@H:50]6[C:41]5=[C:42]5[C:47]([CH2:48][CH2:49]6)=[CH:46][C:45](=[O:62])[CH2:44][CH2:43]5)=[CH:36][CH:35]=4)[CH3:33])[CH2:19][CH2:20]2)[CH2:15][C@H:14]3[O:63][CH2:64][O:65][P:66]([CH2:71][CH:72]=[CH2:73])([CH2:68][CH:69]=[CH2:70])=[O:67])[CH2:11][CH2:10]1)[CH3:8])[C:3]([OH:5])=[O:4].[Li+].[OH-]. Product: [CH2:68]([P:66]([O:65][CH2:64][O:63][C@@H:14]1[CH2:15][C@H:16]2[C@:21]([CH3:22])([CH2:20][CH2:19][C@H:18]([O:29][CH2:30][CH2:31][N:32]([C:34]3[CH:39]=[CH:38][C:37]([C@H:40]4[CH2:57][C@@:55]5([CH3:56])[C@@H:51]([CH2:52][CH2:53][C@:54]5([OH:61])[C:58]#[C:59][CH3:60])[C@H:50]5[C:41]4=[C:42]4[C:47]([CH2:48][CH2:49]5)=[CH:46][C:45](=[O:62])[CH2:44][CH2:43]4)=[CH:36][CH:35]=3)[CH3:33])[CH2:17]2)[C@@H:23]2[C@@H:13]1[C@H:12]1[C@:26]([CH3:27])([C@@H:25]([OH:28])[CH2:24]2)[C@@H:9]([C@H:7]([CH3:8])[CH2:6][CH2:2][C:3]([OH:5])=[O:4])[CH2:10][CH2:11]1)([CH2:71][CH:72]=[CH2:73])=[O:67])[CH:69]=[CH2:70]. The catalyst class is: 1. (2) Reactant: O[C:2]1[C:11]2[C:6](=[N:7][CH:8]=[CH:9][CH:10]=2)[N:5]([C:12]2[CH:17]=[CH:16][CH:15]=[C:14]([C:18]([F:21])([F:20])[F:19])[CH:13]=2)C(=O)[C:3]=1[C:23](=O)[CH2:24][C:25]1[CH:30]=[CH:29][CH:28]=[C:27]([O:31][C:32]([F:35])([F:34])[F:33])[CH:26]=1.O.[NH2:38][NH2:39].[C:40](=[O:43])([O-])O.[Na+]. Product: [F:35][C:32]([F:34])([F:33])[O:31][C:27]1[CH:26]=[C:25]([CH:30]=[CH:29][CH:28]=1)[CH2:24][C:23]1[C:3]2[C:40](=[O:43])[N:5]([C:12]3[CH:17]=[CH:16][CH:15]=[C:14]([C:18]([F:19])([F:20])[F:21])[CH:13]=3)[C:6]3[N:7]=[CH:8][CH:9]=[CH:10][C:11]=3[C:2]=2[NH:39][N:38]=1. The catalyst class is: 3.